Task: Predict which catalyst facilitates the given reaction.. Dataset: Catalyst prediction with 721,799 reactions and 888 catalyst types from USPTO (1) Reactant: Cl[C:2]1[C:12]([C:13]#[N:14])=[CH:11][C:5]([C:6]([O:8][CH2:9][CH3:10])=[O:7])=[C:4]([N:15]([CH3:17])[CH3:16])[N:3]=1.[NH:18]1[CH2:23][CH2:22][CH:21]([C:24]([OH:26])=[O:25])[CH2:20][CH2:19]1. Product: [C:13]([C:12]1[C:2]([N:18]2[CH2:23][CH2:22][CH:21]([C:24]([OH:26])=[O:25])[CH2:20][CH2:19]2)=[N:3][C:4]([N:15]([CH3:17])[CH3:16])=[C:5]([C:6]([O:8][CH2:9][CH3:10])=[O:7])[CH:11]=1)#[N:14]. The catalyst class is: 40. (2) Reactant: C([O:3][P:4]([CH2:9][CH:10]([NH:36][S:37]([NH:40]C(OCC[Si](C)(C)C)=O)(=[O:39])=[O:38])[CH2:11][C:12]([CH3:35])=[CH:13][CH2:14][C:15]1[C:16]([O:28]CC[Si](C)(C)C)=[C:17]2[C:21](=[C:22]([CH3:26])[C:23]=1[O:24][CH3:25])[CH2:20][O:19][C:18]2=[O:27])(=[O:8])[O:5]CC)C.N1C(C)=CC=CC=1C.Br[Si](C)(C)C.CO. Product: [OH:28][C:16]1[C:15]([CH2:14][CH:13]=[C:12]([CH3:35])[CH2:11][CH:10]([NH:36][S:37]([NH2:40])(=[O:38])=[O:39])[CH2:9][P:4](=[O:3])([OH:5])[OH:8])=[C:23]([O:24][CH3:25])[C:22]([CH3:26])=[C:21]2[C:17]=1[C:18](=[O:27])[O:19][CH2:20]2. The catalyst class is: 705. (3) Reactant: [CH3:1][C@H:2]1[CH2:7][CH2:6][CH2:5][NH:4][CH2:3]1.C([O-])(=O)[C@H:9]([C:11]1C=CC=C[CH:12]=1)[OH:10].BrCCCO.C(=O)([O-])[O-].[K+].[K+].C(O)(=O)[C@H](C1C=CC=CC=1)O.C[C@H]1CCCNC1. The catalyst class is: 7. Product: [CH3:1][C@H:2]1[CH2:7][CH2:6][CH2:5][N:4]([CH2:12][CH2:11][CH2:9][OH:10])[CH2:3]1. (4) Reactant: [CH2:1]([C:4]1[CH:11]=[CH:10][C:7]([C:8]#[N:9])=[C:6]([Cl:12])[CH:5]=1)[CH:2]=C.C[OH:14]. Product: [Cl:12][C:6]1[CH:5]=[C:4]([CH2:1][CH:2]=[O:14])[CH:11]=[CH:10][C:7]=1[C:8]#[N:9]. The catalyst class is: 2. (5) Reactant: C([Li])CCC.CCCCCC.C(NC(C)C)(C)C.[Cl:19][C:20]1[CH:29]=[CH:28][C:27]2[C:22](=[CH:23][CH:24]=[CH:25][CH:26]=2)[N:21]=1.[CH2:30]([N:37]1[CH2:42][CH2:41][C:40](=[O:43])[CH2:39][CH2:38]1)[C:31]1[CH:36]=[CH:35][CH:34]=[CH:33][CH:32]=1. Product: [CH2:30]([N:37]1[CH2:42][CH2:41][C:40]([C:29]2[C:20]([Cl:19])=[N:21][C:22]3[C:27]([CH:28]=2)=[CH:26][CH:25]=[CH:24][CH:23]=3)([OH:43])[CH2:39][CH2:38]1)[C:31]1[CH:32]=[CH:33][CH:34]=[CH:35][CH:36]=1. The catalyst class is: 7.